Dataset: Full USPTO retrosynthesis dataset with 1.9M reactions from patents (1976-2016). Task: Predict the reactants needed to synthesize the given product. (1) Given the product [C:25]([NH:1][C@H:2]1[C@@H:6]([CH3:7])[O:5][C@@H:4]([N:8]2[CH:16]=[N:15][C:14]3[C:9]2=[N:10][C:11]([O:18][CH:19]2[CH2:23][CH2:22][CH2:21][CH2:20]2)=[N:12][C:13]=3[NH2:17])[C@@H:3]1[OH:24])(=[O:27])[CH3:26], predict the reactants needed to synthesize it. The reactants are: [NH2:1][C@H:2]1[C@@H:6]([CH3:7])[O:5][C@@H:4]([N:8]2[CH:16]=[N:15][C:14]3[C:9]2=[N:10][C:11]([O:18][CH:19]2[CH2:23][CH2:22][CH2:21][CH2:20]2)=[N:12][C:13]=3[NH2:17])[C@@H:3]1[OH:24].[C:25](OC(=O)C)(=[O:27])[CH3:26]. (2) Given the product [O:1]1[C@H:5]2[O:6][CH2:7][CH2:8][C@H:4]2[C@@H:3]([O:9][C:10](=[O:32])[NH:11][C@@H:12]([CH2:25][C:26]2[CH:27]=[CH:28][CH:29]=[CH:30][CH:31]=2)[C@H:13]([OH:24])[CH2:14][N:15]([S:52]([C:49]2[CH:48]=[CH:47][C:46]([NH:45][C:42](=[O:44])[CH3:43])=[CH:51][CH:50]=2)(=[O:54])=[O:53])[CH2:16][C:17]([CH3:22])([CH3:23])[CH2:18][CH2:19][C:20]#[N:21])[CH2:2]1, predict the reactants needed to synthesize it. The reactants are: [O:1]1[C@H:5]2[O:6][CH2:7][CH2:8][C@H:4]2[C@@H:3]([O:9][C:10](=[O:32])[NH:11][C@@H:12]([CH2:25][C:26]2[CH:31]=[CH:30][CH:29]=[CH:28][CH:27]=2)[C@H:13]([OH:24])[CH2:14][NH:15][CH2:16][C:17]([CH3:23])([CH3:22])[CH2:18][CH2:19][C:20]#[N:21])[CH2:2]1.C(N(C(C)C)CC)(C)C.[C:42]([NH:45][C:46]1[CH:51]=[CH:50][C:49]([S:52](Cl)(=[O:54])=[O:53])=[CH:48][CH:47]=1)(=[O:44])[CH3:43]. (3) The reactants are: [CH3:1][CH:2](O)[CH3:3].[CH:5](O)([CH3:7])[CH3:6].[CH3:9][C:10]#[N:11].[C:12](#[N:14])[CH3:13]. Given the product [CH3:5][N:14]([C:1]1[CH:9]=[CH:10][N:11]=[CH:3][CH:2]=1)[CH3:12].[CH3:1][N:11]([C:6]1[CH:13]=[CH:12][N:14]=[CH:7][CH:5]=1)[CH3:10], predict the reactants needed to synthesize it. (4) The reactants are: Cl.Cl.Cl.[NH:4]1[CH2:9][CH2:8][CH:7]([N:10]2[CH2:13][C:12]([CH2:36][C:37]#[N:38])([N:14]3[CH:18]=[C:17]([C:19]4[C:20]5[CH:27]=[CH:26][N:25]([CH2:28][O:29][CH2:30][CH2:31][Si:32]([CH3:35])([CH3:34])[CH3:33])[C:21]=5[N:22]=[CH:23][N:24]=4)[CH:16]=[N:15]3)[CH2:11]2)[CH2:6][CH2:5]1.C(N(CC)CC)C.[CH3:46][N:47]([CH3:59])[C:48]1[C:53]([C:54]#[N:55])=[C:52]([F:56])[C:51]([CH:57]=O)=[CH:50][CH:49]=1.C(O[BH-](OC(=O)C)OC(=O)C)(=O)C.[Na+].C([O-])(O)=O.[Na+]. Given the product [C:37]([CH2:36][C:12]1([N:14]2[CH:18]=[C:17]([C:19]3[C:20]4[CH:27]=[CH:26][N:25]([CH2:28][O:29][CH2:30][CH2:31][Si:32]([CH3:34])([CH3:33])[CH3:35])[C:21]=4[N:22]=[CH:23][N:24]=3)[CH:16]=[N:15]2)[CH2:11][N:10]([CH:7]2[CH2:8][CH2:9][N:4]([CH2:57][C:51]3[C:52]([F:56])=[C:53]([C:48]([N:47]([CH3:59])[CH3:46])=[CH:49][CH:50]=3)[C:54]#[N:55])[CH2:5][CH2:6]2)[CH2:13]1)#[N:38], predict the reactants needed to synthesize it. (5) The reactants are: [N:1]([CH:4]([C:8]1[N:17]([CH2:18][C:19]2[CH:24]=[CH:23][CH:22]=[CH:21][CH:20]=2)[C:16](=[O:25])[C:15]2[C:10](=[N:11][CH:12]=[CH:13][N:14]=2)[N:9]=1)[CH:5]([CH3:7])[CH3:6])=[N+]=[N-].C1(P(C2C=CC=CC=2)C2C=CC=CC=2)C=CC=CC=1. Given the product [NH2:1][CH:4]([C:8]1[N:17]([CH2:18][C:19]2[CH:24]=[CH:23][CH:22]=[CH:21][CH:20]=2)[C:16](=[O:25])[C:15]2[C:10](=[N:11][CH:12]=[CH:13][N:14]=2)[N:9]=1)[CH:5]([CH3:7])[CH3:6], predict the reactants needed to synthesize it. (6) Given the product [Cl:3][C:4]1[CH:9]=[CH:8][C:7]([S:10]([CH3:11])=[O:20])=[CH:6][N:5]=1, predict the reactants needed to synthesize it. The reactants are: IF.[Cl:3][C:4]1[CH:9]=[CH:8][C:7]([S:10][CH3:11])=[CH:6][N:5]=1.C1C=C(Cl)C=C(C(OO)=[O:20])C=1. (7) Given the product [Br:1][C:2]1[C:7]([CH3:8])=[CH:6][C:5]([O:9][CH3:10])=[CH:4][C:3]=1[CH2:11][OH:14], predict the reactants needed to synthesize it. The reactants are: [Br:1][C:2]1[C:7]([CH3:8])=[CH:6][C:5]([O:9][CH3:10])=[CH:4][C:3]=1[CH2:11]Br.C([O-])([O-])=[O:14].[Ca+2].CCOC(C)=O. (8) Given the product [OH:19][C@H:18]([C:16]1[N:17]=[C:5]([C:4](=[O:3])[CH3:7])[NH:6][CH:15]=1)[C@H:20]([OH:21])[C@H:22]([OH:23])[CH2:24][OH:25], predict the reactants needed to synthesize it. The reactants are: C([O:3][C:4](=[CH2:7])[C:5]#[N:6])C.C[O-].[Na+].CO.Cl.O[CH:15]1[O:23][C@H:22]([CH2:24][OH:25])[C@@H:20]([OH:21])[C@H:18]([OH:19])[C@H:16]1[NH2:17].CC([O-])=O.[Na+].CC(O)=O.